Dataset: Reaction yield outcomes from USPTO patents with 853,638 reactions. Task: Predict the reaction yield, written as a fraction of the theoretical maximum amount of product (1.0 means a 100% yield; for example, 0.34 means a 34% yield). (1) The reactants are Br[C:2]1[C:7]2=[N:8][C:9]([C:12]([N:14]3[CH2:18][CH2:17][CH:16]([OH:19])[CH2:15]3)=[O:13])=[CH:10][N:11]=[C:6]2[CH:5]=[N:4][CH:3]=1.[F:20][C:21]1[CH:26]=[C:25]([C:27]([F:30])([F:29])[F:28])[CH:24]=[CH:23][C:22]=1B(O)O.C(=O)([O-])[O-].[Cs+].[Cs+].O1CCOCC1. The catalyst is C1(P([C-]2C=CC=C2)C2C=CC=CC=2)C=CC=CC=1.[C-]1(P(C2C=CC=CC=2)C2C=CC=CC=2)C=CC=C1.[Fe+2].[Pd](Cl)Cl.O. The product is [F:20][C:21]1[CH:26]=[C:25]([C:27]([F:28])([F:29])[F:30])[CH:24]=[CH:23][C:22]=1[C:2]1[C:7]2=[N:8][C:9]([C:12]([N:14]3[CH2:18][CH2:17][CH:16]([OH:19])[CH2:15]3)=[O:13])=[CH:10][N:11]=[C:6]2[CH:5]=[N:4][CH:3]=1. The yield is 0.250. (2) The reactants are [Cl:1][C:2]1[C:11]2[C:6](=[CH:7][CH:8]=[CH:9][CH:10]=2)[C:5]([OH:12])=[C:4]([C:13](=[O:15])[CH3:14])[N:3]=1.C(N(CC)C(C)C)(C)C.[F:25][C:26]([F:39])([F:38])[S:27](O[S:27]([C:26]([F:39])([F:38])[F:25])(=[O:29])=[O:28])(=[O:29])=[O:28]. The catalyst is C(Cl)Cl. The product is [F:25][C:26]([F:39])([F:38])[S:27]([O:12][C:5]1[C:6]2[C:11](=[CH:10][CH:9]=[CH:8][CH:7]=2)[C:2]([Cl:1])=[N:3][C:4]=1[C:13](=[O:15])[CH3:14])(=[O:29])=[O:28]. The yield is 0.720.